Dataset: Reaction yield outcomes from USPTO patents with 853,638 reactions. Task: Predict the reaction yield, written as a fraction of the theoretical maximum amount of product (1.0 means a 100% yield; for example, 0.34 means a 34% yield). (1) The reactants are [CH3:1][C:2]1[S:6][C:5]2[CH:7]=[C:8]([O:11][CH2:12][CH2:13]OS(C)(=O)=O)[CH:9]=[CH:10][C:4]=2[C:3]=1[C:19]1[CH:24]=[CH:23][C:22]([C:25]([F:28])([F:27])[F:26])=[CH:21][CH:20]=1.[N-:29]=[N+:30]=[N-:31].[Na+]. The product is [N:29]([CH2:13][CH2:12][O:11][C:8]1[CH:9]=[CH:10][C:4]2[C:3]([C:19]3[CH:24]=[CH:23][C:22]([C:25]([F:28])([F:27])[F:26])=[CH:21][CH:20]=3)=[C:2]([CH3:1])[S:6][C:5]=2[CH:7]=1)=[N+:30]=[N-:31]. The yield is 0.996. The catalyst is CN(C)C=O. (2) The reactants are [F:1][C:2]1[CH:7]=[CH:6][C:5]([C:8]2[N:9]=[C:10]3[CH:15]=[CH:14][C:13]([C:16]4[CH:17]=[C:18]([CH:22]=[CH:23][CH:24]=4)[C:19]([OH:21])=O)=[CH:12][N:11]3[C:25]=2[C:26](=[O:29])[NH:27][CH3:28])=[CH:4][CH:3]=1.[C:30]1([C:36]([NH2:39])([CH3:38])[CH3:37])[CH:35]=[CH:34][CH:33]=[CH:32][CH:31]=1.CN(C=O)C.CN(C(ON1N=NC2C=CC=NC1=2)=[N+](C)C)C.F[P-](F)(F)(F)(F)F. The catalyst is CO. The yield is 0.440. The product is [F:1][C:2]1[CH:7]=[CH:6][C:5]([C:8]2[N:9]=[C:10]3[CH:15]=[CH:14][C:13]([C:16]4[CH:24]=[CH:23][CH:22]=[C:18]([C:19](=[O:21])[NH:39][C:36]([C:30]5[CH:35]=[CH:34][CH:33]=[CH:32][CH:31]=5)([CH3:38])[CH3:37])[CH:17]=4)=[CH:12][N:11]3[C:25]=2[C:26]([NH:27][CH3:28])=[O:29])=[CH:4][CH:3]=1. (3) The reactants are [Cl:1][C:2]1[C:3]([CH3:18])=[C:4]([N:11]2[C:15](=[O:16])[N:14]([CH3:17])[N:13]=[N:12]2)[CH:5]=[C:6]([N+:8]([O-])=O)[CH:7]=1.O.O.Cl[Sn]Cl. The catalyst is CCO.[OH-].[Na+].CCOC(C)=O. The product is [NH2:8][C:6]1[CH:7]=[C:2]([Cl:1])[C:3]([CH3:18])=[C:4]([N:11]2[C:15](=[O:16])[N:14]([CH3:17])[N:13]=[N:12]2)[CH:5]=1. The yield is 1.00. (4) The reactants are [CH3:1][C@@H:2]1[NH:7][CH2:6][CH2:5][N:4](C(OC(C)(C)C)=O)[CH2:3]1.[CH2:15](Br)[C:16]1[CH:21]=[CH:20][CH:19]=[CH:18][CH:17]=1.C(N(CC)CC)C. The catalyst is C(#N)C. The product is [CH2:15]([N:7]1[CH2:6][CH2:5][NH:4][CH2:3][C@@H:2]1[CH3:1])[C:16]1[CH:21]=[CH:20][CH:19]=[CH:18][CH:17]=1. The yield is 0.914. (5) The reactants are C([O:8][C:9]1[CH:30]=[C:29]([O:31]CC2C=CC=CC=2)[C:28]([CH:39]([CH3:41])[CH3:40])=[CH:27][C:10]=1[C:11]([NH:13][C:14]1[CH:19]=CC(OC)=[C:16]([N:22]([CH3:26])[CH2:23][CH2:24][CH3:25])[CH:15]=1)=O)C1C=CC=CC=1.COC1C=CC(P2(SP(C3C=CC([O:62][CH3:63])=CC=3)(=S)S2)=S)=CC=1.[NH2:64][NH2:65].C1N=CN(C(N2C=NC=C2)=O)C=1.O1[CH2:83][CH2:82][O:81][CH2:80]C1. The catalyst is C1(C)C=CC=CC=1.C(OCC)(=O)C.O. The product is [OH:62][C:63]1[N:13]([C:14]2[CH:19]=[CH:83][C:82]([O:81][CH3:80])=[C:16]([N:22]([CH3:26])[CH2:23][CH2:24][CH3:25])[CH:15]=2)[C:11]([C:10]2[CH:27]=[C:28]([CH:39]([CH3:40])[CH3:41])[C:29]([OH:31])=[CH:30][C:9]=2[OH:8])=[N:64][N:65]=1. The yield is 0.330. (6) The yield is 0.520. No catalyst specified. The reactants are Br[C:2]1[CH:3]=[C:4]([C:8]2([C:19]3[CH:24]=[CH:23][N:22]=[C:21]([O:25][CH3:26])[CH:20]=3)[C:16]3[C:11](=[C:12]([F:17])[CH:13]=[CH:14][CH:15]=3)[C:10]([NH2:18])=[N:9]2)[CH:5]=[CH:6][CH:7]=1.[C:27]([C:29]1[CH:30]=[N:31][CH:32]=[C:33](B2OC(C)(C)C(C)(C)[O:36]2)[CH:34]=1)#[N:28]. The product is [C:21]([OH:25])(=[O:36])[CH3:20].[NH2:18][C:10]1[C:11]2[C:16](=[CH:15][CH:14]=[CH:13][C:12]=2[F:17])[C:8]([C:4]2[CH:3]=[C:2]([C:33]3[CH:32]=[N:31][CH:30]=[C:29]([CH:34]=3)[C:27]#[N:28])[CH:7]=[CH:6][CH:5]=2)([C:19]2[CH:24]=[CH:23][N:22]=[C:21]([O:25][CH3:26])[CH:20]=2)[N:9]=1. (7) The reactants are [NH2:1][C:2]1[CH:3]=[CH:4][CH:5]=[C:6]2[C:11]=1[CH:10]=[C:9]([OH:12])[CH:8]=[CH:7]2.[CH:13](=O)[C:14]1[CH:19]=[CH:18][CH:17]=[CH:16][CH:15]=1.[O-]S([O-])(=O)=O.[Na+].[Na+]. The catalyst is C1COCC1. The product is [C:14]1(/[CH:13]=[N:1]/[C:2]2[CH:3]=[CH:4][CH:5]=[C:6]3[C:11]=2[CH:10]=[C:9]([OH:12])[CH:8]=[CH:7]3)[CH:19]=[CH:18][CH:17]=[CH:16][CH:15]=1. The yield is 0.980.